Dataset: Reaction yield outcomes from USPTO patents with 853,638 reactions. Task: Predict the reaction yield, written as a fraction of the theoretical maximum amount of product (1.0 means a 100% yield; for example, 0.34 means a 34% yield). (1) The catalyst is CN(C)C=O. The product is [CH3:34][C:35]1([C:41]2[CH:42]=[C:43]([NH:47][S:48]([CH3:51])(=[O:50])=[O:49])[CH:44]=[CH:45][CH:46]=2)[CH:40]2[CH:36]1[CH2:37][N:38]([C:8](=[O:10])/[CH:7]=[CH:6]/[C:2]1[S:1][CH:5]=[CH:4][CH:3]=1)[CH2:39]2. The reactants are [S:1]1[CH:5]=[CH:4][CH:3]=[C:2]1/[CH:6]=[CH:7]/[C:8]([OH:10])=O.O.ON1C2C=CC=CC=2N=N1.Cl.CN(C)CCCN=C=NCC.[CH3:34][C:35]1([C:41]2[CH:42]=[C:43]([NH:47][S:48]([CH3:51])(=[O:50])=[O:49])[CH:44]=[CH:45][CH:46]=2)[CH:40]2[CH:36]1[CH2:37][NH:38][CH2:39]2.C(=O)([O-])O.[Na+]. The yield is 0.770. (2) The reactants are Cl.Cl.[CH3:3][N:4]([CH2:6][C:7]([N:9]1[CH2:14][CH2:13][CH:12]([O:15][C:16]2[CH:17]=[C:18]3[C:23](=[CH:24][CH:25]=2)[N:22]=[CH:21][N:20]=[C:19]3[NH:26][C:27]2[CH:32]=[CH:31][C:30]([OH:33])=[CH:29][CH:28]=2)[CH2:11][CH2:10]1)=[O:8])[CH3:5].CS(O[CH2:39][C:40]1[CH:45]=[N:44][CH:43]=[CH:42][N:41]=1)(=O)=O. No catalyst specified. The product is [CH3:5][N:4]([CH2:6][C:7]([N:9]1[CH2:14][CH2:13][CH:12]([O:15][C:16]2[CH:17]=[C:18]3[C:23](=[CH:24][CH:25]=2)[N:22]=[CH:21][N:20]=[C:19]3[NH:26][C:27]2[CH:28]=[CH:29][C:30]([O:33][CH2:39][C:40]3[CH:45]=[N:44][CH:43]=[CH:42][N:41]=3)=[CH:31][CH:32]=2)[CH2:11][CH2:10]1)=[O:8])[CH3:3]. The yield is 0.130. (3) The reactants are [CH:1]([C@H:4]1[CH2:8][O:7][C:6](=[O:9])[N:5]1[C:10]1[CH:15]=[CH:14][N:13]2[N:16]=[CH:17][C:18]([C:19]3[CH:24]=[CH:23][C:22]([C:25]4[N:26](COCC[Si](C)(C)C)[CH:27]=[CH:28][N:29]=4)=[CH:21][CH:20]=3)=[C:12]2[N:11]=1)([CH3:3])[CH3:2].FC(F)(F)C(O)=O. The catalyst is ClCCl. The product is [NH:26]1[CH:27]=[CH:28][N:29]=[C:25]1[C:22]1[CH:23]=[CH:24][C:19]([C:18]2[CH:17]=[N:16][N:13]3[CH:14]=[CH:15][C:10]([N:5]4[C@@H:4]([CH:1]([CH3:2])[CH3:3])[CH2:8][O:7][C:6]4=[O:9])=[N:11][C:12]=23)=[CH:20][CH:21]=1. The yield is 0.610. (4) The reactants are [F:1][C:2]1[CH:30]=[C:29]([N+:31]([O-])=O)[CH:28]=[CH:27][C:3]=1[O:4][C:5]1[CH:10]=[CH:9][N:8]=[C:7]2[CH:11]=[C:12]([C:14]([NH:16][CH2:17][CH2:18][NH:19][C:20](=[O:26])[O:21][C:22]([CH3:25])([CH3:24])[CH3:23])=[O:15])[S:13][C:6]=12.[BH4-].[Na+].Cl. The catalyst is CO.C1COCC1.Cl[Ni]Cl. The product is [NH2:31][C:29]1[CH:28]=[CH:27][C:3]([O:4][C:5]2[CH:10]=[CH:9][N:8]=[C:7]3[CH:11]=[C:12]([C:14]([NH:16][CH2:17][CH2:18][NH:19][C:20](=[O:26])[O:21][C:22]([CH3:25])([CH3:24])[CH3:23])=[O:15])[S:13][C:6]=23)=[C:2]([F:1])[CH:30]=1. The yield is 1.00. (5) The reactants are [H-].[Na+].[OH:3][C:4]1[CH:5]=[N:6][CH:7]=[CH:8][CH:9]=1.Br[CH:11]([CH3:19])[C:12]([O:14][C:15]([CH3:18])([CH3:17])[CH3:16])=[O:13].C(=O)(O)[O-].[Na+]. The catalyst is CN(C=O)C. The product is [N:6]1[CH:7]=[CH:8][CH:9]=[C:4]([O:3][CH:11]([CH3:19])[C:12]([O:14][C:15]([CH3:18])([CH3:17])[CH3:16])=[O:13])[CH:5]=1. The yield is 0.620.